From a dataset of Full USPTO retrosynthesis dataset with 1.9M reactions from patents (1976-2016). Predict the reactants needed to synthesize the given product. Given the product [N:1]1[C:5]2[CH2:6][CH2:7][O:8][CH2:9][C:4]=2[S:3][C:2]=1[C:15]([O-:17])=[O:16].[Li+:14], predict the reactants needed to synthesize it. The reactants are: [N:1]1[C:5]2[CH2:6][CH2:7][O:8][CH2:9][C:4]=2[S:3][CH:2]=1.C([Li:14])CCC.[C:15](=[O:17])=[O:16].